Dataset: Peptide-MHC class I binding affinity with 185,985 pairs from IEDB/IMGT. Task: Regression. Given a peptide amino acid sequence and an MHC pseudo amino acid sequence, predict their binding affinity value. This is MHC class I binding data. The peptide sequence is ILTRLALFF. The MHC is HLA-B39:01 with pseudo-sequence HLA-B39:01. The binding affinity (normalized) is 0.0847.